Dataset: Catalyst prediction with 721,799 reactions and 888 catalyst types from USPTO. Task: Predict which catalyst facilitates the given reaction. (1) Reactant: [C:1]([O:5][C:6]([NH:8][C@H:9]1[CH2:14][C@@H:13]([CH3:15])[CH2:12][N:11]([C:16]2[CH:21]=[CH:20][N:19]=[CH:18][C:17]=2[NH:22][C:23]([C:25]2[C:34]([NH:35]C(=O)OCC3C=CC=CC=3)=[CH:33][C:32]3[C:27](=[CH:28][C:29]([C:46]4[CH2:47][CH2:48][N:49]([CH3:52])[CH2:50][CH:51]=4)=[CH:30][CH:31]=3)[N:26]=2)=[O:24])[CH2:10]1)=[O:7])([CH3:4])([CH3:3])[CH3:2]. Product: [NH2:35][C:34]1[C:25]([C:23]([NH:22][C:17]2[CH:18]=[N:19][CH:20]=[CH:21][C:16]=2[N:11]2[CH2:12][C@H:13]([CH3:15])[CH2:14][C@H:9]([NH:8][C:6](=[O:7])[O:5][C:1]([CH3:4])([CH3:3])[CH3:2])[CH2:10]2)=[O:24])=[N:26][C:27]2[C:32]([CH:33]=1)=[CH:31][CH:30]=[C:29]([CH:46]1[CH2:51][CH2:50][N:49]([CH3:52])[CH2:48][CH2:47]1)[CH:28]=2. The catalyst class is: 19. (2) Reactant: [OH:1][C@H:2]1[CH2:6][NH:5][C:4](=[O:7])[CH2:3]1.N1C=CN=C1.[CH3:13][C:14]([Si:17](Cl)([CH3:19])[CH3:18])([CH3:16])[CH3:15].O. Product: [Si:17]([O:1][C@H:2]1[CH2:6][NH:5][C:4](=[O:7])[CH2:3]1)([C:14]([CH3:16])([CH3:15])[CH3:13])([CH3:19])[CH3:18]. The catalyst class is: 3. (3) Reactant: [N:1]1([C:5]2([C:10]#[N:11])[CH2:9][CH2:8][CH2:7][CH2:6]2)[CH2:4][CH2:3][CH2:2]1.[C:12]1([Li])[CH:17]=[CH:16][CH:15]=[CH:14][CH:13]=1.[BH4-].[Na+].NC(C1C=CC=CC=1)C1(N(C)C)CCCC1. Product: [N:1]1([C:5]2([CH:10]([C:12]3[CH:17]=[CH:16][CH:15]=[CH:14][CH:13]=3)[NH2:11])[CH2:9][CH2:8][CH2:7][CH2:6]2)[CH2:2][CH2:3][CH2:4]1. The catalyst class is: 36. (4) The catalyst class is: 1. Reactant: ClC1C=C(C2NC([C@@H]3C[C@@H](F)CN3)=NC=2)C=CC=1.N([C:22]1[C:30]2[C:25](=[CH:26][CH:27]=[CH:28][CH:29]=2)[N:24]([C:31]([NH2:33])=[O:32])[CH:23]=1)=C=O. Product: [N:24]1([C:31]([NH2:33])=[O:32])[C:25]2[C:30](=[CH:29][CH:28]=[CH:27][CH:26]=2)[CH:22]=[CH:23]1. (5) Reactant: [C:1]([O:5][CH2:6][CH3:7])(=[O:4])[CH:2]=[CH2:3].[N:8]1([C:20]([O:22][C:23]([CH3:26])([CH3:25])[CH3:24])=[O:21])[CH2:13][CH2:12][CH:11]([CH:14]2[CH2:19][CH2:18][NH:17][CH2:16][CH2:15]2)[CH2:10][CH2:9]1. Product: [C:23]([O:22][C:20]([N:8]1[CH2:13][CH2:12][CH:11]([CH:14]2[CH2:19][CH2:18][N:17]([CH2:3][CH2:2][C:1]([O:5][CH2:6][CH3:7])=[O:4])[CH2:16][CH2:15]2)[CH2:10][CH2:9]1)=[O:21])([CH3:26])([CH3:24])[CH3:25]. The catalyst class is: 14. (6) Reactant: [N+:1]([C:4]1[N:9]=[CH:8][C:7]([CH2:10][C:11]([O:13][CH2:14][CH3:15])=[O:12])=[CH:6][CH:5]=1)([O-])=O. Product: [NH2:1][C:4]1[N:9]=[CH:8][C:7]([CH2:10][C:11]([O:13][CH2:14][CH3:15])=[O:12])=[CH:6][CH:5]=1. The catalyst class is: 50. (7) Reactant: [CH3:1][N:2]1[CH:6]=[CH:5][N:4]=[C:3]1[S:7][CH2:8][C:9]1[CH:10]=[CH:11][CH:12]=[C:13]2[C:17]=1[NH:16][C:15]([C:18]1[S:19][CH:20]=[CH:21][N:22]=1)=[CH:14]2.ClC1C=CC=C(C(OO)=[O:31])C=1.C(=O)([O-])O.[Na+]. Product: [CH3:1][N:2]1[CH:6]=[CH:5][N:4]=[C:3]1[S:7]([CH2:8][C:9]1[CH:10]=[CH:11][CH:12]=[C:13]2[C:17]=1[NH:16][C:15]([C:18]1[S:19][CH:20]=[CH:21][N:22]=1)=[CH:14]2)=[O:31]. The catalyst class is: 13. (8) Reactant: [CH2:1]([C:3]([OH:37])([CH2:35][CH3:36])[CH2:4][N:5]1[C:14](=[O:15])[C:13]2[C:8](=[CH:9][CH:10]=[CH:11][CH:12]=2)[C:7]([C:16]2[C:24]3[C:19](=[CH:20][CH:21]=[C:22]([F:25])[CH:23]=3)[N:18]([CH2:26][C:27]([O:29]C(C)(C)C)=[O:28])[C:17]=2[CH3:34])=[N:6]1)[CH3:2].O. Product: [CH2:1]([C:3]([OH:37])([CH2:35][CH3:36])[CH2:4][N:5]1[C:14](=[O:15])[C:13]2[C:8](=[CH:9][CH:10]=[CH:11][CH:12]=2)[C:7]([C:16]2[C:24]3[C:19](=[CH:20][CH:21]=[C:22]([F:25])[CH:23]=3)[N:18]([CH2:26][C:27]([OH:29])=[O:28])[C:17]=2[CH3:34])=[N:6]1)[CH3:2]. The catalyst class is: 55. (9) Reactant: Cl.[NH:2]1[CH2:6][C@H:5]([OH:7])[C@@H:4]([OH:8])[CH2:3]1.[Cl:9][C:10]1[N:15]=[C:14]([C:16]([O:18][CH3:19])=[O:17])[CH:13]=[C:12](Cl)[N:11]=1.CCN(C(C)C)C(C)C. Product: [Cl:9][C:10]1[N:15]=[C:14]([C:16]([O:18][CH3:19])=[O:17])[CH:13]=[C:12]([N:2]2[CH2:6][C@H:5]([OH:7])[C@@H:4]([OH:8])[CH2:3]2)[N:11]=1. The catalyst class is: 10. (10) Reactant: [C:1]([O:5][C:6]([NH:8][C@H:9]([C:11]([OH:13])=O)[CH3:10])=[O:7])([CH3:4])([CH3:3])[CH3:2].Cl.CN(C)CCCN=C=NCC.C1C=NC2N(O)N=NC=2C=1.[F:36][C:37]1[CH:38]=[C:39]([NH:44][C:45]2[CH:50]=[N:49][CH:48]=[CH:47][N:46]=2)[C:40]([NH2:43])=[CH:41][CH:42]=1. Product: [C:1]([O:5][C:6](=[O:7])[NH:8][C@H:9]([C:11](=[O:13])[NH:43][C:40]1[CH:41]=[CH:42][C:37]([F:36])=[CH:38][C:39]=1[NH:44][C:45]1[CH:50]=[N:49][CH:48]=[CH:47][N:46]=1)[CH3:10])([CH3:2])([CH3:3])[CH3:4]. The catalyst class is: 606.